From a dataset of Reaction yield outcomes from USPTO patents with 853,638 reactions. Predict the reaction yield, written as a fraction of the theoretical maximum amount of product (1.0 means a 100% yield; for example, 0.34 means a 34% yield). (1) The reactants are [N+:1]([C:4]1[CH:5]=[C:6]([N:17]2[CH2:22][CH2:21][NH:20][CH2:19][CH2:18]2)[CH:7]=[CH:8][C:9]=1[S:10][C:11]1[CH:16]=[CH:15][CH:14]=[CH:13][CH:12]=1)([O-:3])=[O:2].[OH-].[Na+].[C:25](O[C:25]([O:27][C:28]([CH3:31])([CH3:30])[CH3:29])=[O:26])([O:27][C:28]([CH3:31])([CH3:30])[CH3:29])=[O:26].Cl. The catalyst is C1COCC1.O.CCOC(C)=O. The product is [N+:1]([C:4]1[CH:5]=[C:6]([N:17]2[CH2:22][CH2:21][N:20]([C:25]([O:27][C:28]([CH3:31])([CH3:30])[CH3:29])=[O:26])[CH2:19][CH2:18]2)[CH:7]=[CH:8][C:9]=1[S:10][C:11]1[CH:12]=[CH:13][CH:14]=[CH:15][CH:16]=1)([O-:3])=[O:2]. The yield is 0.850. (2) The reactants are [CH3:1][C:2]([CH3:15])([CH2:6][O:7][CH2:8][C:9]1[CH:14]=[CH:13][CH:12]=[CH:11][CH:10]=1)[C:3](Cl)=[O:4].[CH:16](=[O:18])[CH3:17].[Cl:19]CCl. The catalyst is [Cl-].[Zn+2].[Cl-]. The product is [Cl:19][CH:16]([O:18][C:3](=[O:4])[C:2]([CH3:1])([CH3:15])[CH2:6][O:7][CH2:8][C:9]1[CH:14]=[CH:13][CH:12]=[CH:11][CH:10]=1)[CH3:17]. The yield is 0.0500. (3) The reactants are [Cl:1][C:2]1[CH:3]=[CH:4][C:5]2[C:15]3[C:10](=[CH:11][N:12]=[C:13]([NH:16][C:17](=O)[CH3:18])[CH:14]=3)[CH:9]([CH3:20])[O:8][C:6]=2[CH:7]=1.[H-].[Na+].[CH3:23][O:24][C:25]1[CH:32]=[CH:31][C:28]([CH2:29]Cl)=[CH:27][CH:26]=1. The catalyst is CN(C=O)C. The product is [Cl:1][C:2]1[CH:3]=[CH:4][C:5]2[C:15]3[C:10](=[CH:11][N:12]=[C:13]([N:16]([CH2:29][C:28]4[CH:31]=[CH:32][C:25]([O:24][CH3:23])=[CH:26][CH:27]=4)[CH2:17][C:18]4[CH:2]=[CH:7][C:6]([O:8][CH3:9])=[CH:5][CH:4]=4)[CH:14]=3)[CH:9]([CH3:20])[O:8][C:6]=2[CH:7]=1. The yield is 0.240.